Dataset: Protein-peptide binding for MDM2, ACE2, and 12ca5 with 34 validated binders. Task: Binary Classification. Given protein and peptide amino acid sequences, predict whether they interact or not. (1) The protein target is MDM2 with sequence MCNTNMSVPTDGAVTTSQIPASEQETLVRPKPLLLKLLKSVGAQKDTYTMKEVLFYLGQYIMTKRLYDEKQQHIVYCSNDLLGDLFGVPSFSVKEHRKIYTMIYRNLVVVNQQESSDSGTSVSENRCHLEGGSDQKDLVQELQEEKPSSSHLVSRPSTSSRRRAISETEENSDELSGERQRKRHKSDSISLSFDESLALCVIREICCERSSSSESTGTPSNPDLDAGVSEHSGDWLDQDSVSDQFSVEFEVESLDSEDYSLSEEGQELSDEDDEVYQVTVYQAGESDTDSFEEDPEISLADYWKCTSCNEMNPPLPSHCNRCWALRENWLPEDKGKDKGEISEKAKLENSTQAEEGFDVPDCKKTIVNDSRESCVEENDDKITQASQSQESEDYSQPSTSSSIIYSSQEDVKEFEREETQDKEESVESSLPLNAIEPCVICQGRPKNGCIVHGKTGHLMACFTCAKKLKKRNKPCPVCRQPIQMIVLTYFP. The peptide is AAAAAYWNLLSAK. (2) The protein target is MDM2 with sequence MCNTNMSVPTDGAVTTSQIPASEQETLVRPKPLLLKLLKSVGAQKDTYTMKEVLFYLGQYIMTKRLYDEKQQHIVYCSNDLLGDLFGVPSFSVKEHRKIYTMIYRNLVVVNQQESSDSGTSVSENRCHLEGGSDQKDLVQELQEEKPSSSHLVSRPSTSSRRRAISETEENSDELSGERQRKRHKSDSISLSFDESLALCVIREICCERSSSSESTGTPSNPDLDAGVSEHSGDWLDQDSVSDQFSVEFEVESLDSEDYSLSEEGQELSDEDDEVYQVTVYQAGESDTDSFEEDPEISLADYWKCTSCNEMNPPLPSHCNRCWALRENWLPEDKGKDKGEISEKAKLENSTQAEEGFDVPDCKKTIVNDSRESCVEENDDKITQASQSQESEDYSQPSTSSSIIYSSQEDVKEFEREETQDKEESVESSLPLNAIEPCVICQGRPKNGCIVHGKTGHLMACFTCAKKLKKRNKPCPVCRQPIQMIVLTYFP. The peptide is TAAAAYWAALAPK. (3) The protein target is ACE2 with sequence MSSSSWLLLSLVAVTAAQSTIEEQAKTFLDKFNHEAEDLFYQSSLASWNYNTNITEENVQNMNNAGDKWSAFLKEQSTLAQMYPLQEIQNLTVKLQLQALQQNGSSVLSEDKSKRLNTILNTMSTIYSTGKVCNPDNPQECLLLEPGLNEIMANSLDYNERLWAWESWRSEVGKQLRPLYEEYVVLKNEMARANHYEDYGDYWRGDYEVNGVDGYDYSRGQLIEDVEHTFEEIKPLYEHLHAYVRAKLMNAYPSYISPIGCLPAHLLGDMWGRFWTNLYSLTVPFGQKPNIDVTDAMVDQAWDAQRIFKEAEKFFVSVGLPNMTQGFWENSMLTDPGNVQKAVCHPTAWDLGKGDFRILMCTKVTMDDFLTAHHEMGHIQYDMAYAAQPFLLRNGANEGFHEAVGEIMSLSAATPKHLKSIGLLSPDFQEDNETEINFLLKQALTIVGTLPFTYMLEKWRWMVFKGEIPKDQWMKKWWEMKREIVGVVEPVPHDETYCDP.... The peptide is LHQYNHKRPWGWK. (4) The protein target is MDM2 with sequence MCNTNMSVPTDGAVTTSQIPASEQETLVRPKPLLLKLLKSVGAQKDTYTMKEVLFYLGQYIMTKRLYDEKQQHIVYCSNDLLGDLFGVPSFSVKEHRKIYTMIYRNLVVVNQQESSDSGTSVSENRCHLEGGSDQKDLVQELQEEKPSSSHLVSRPSTSSRRRAISETEENSDELSGERQRKRHKSDSISLSFDESLALCVIREICCERSSSSESTGTPSNPDLDAGVSEHSGDWLDQDSVSDQFSVEFEVESLDSEDYSLSEEGQELSDEDDEVYQVTVYQAGESDTDSFEEDPEISLADYWKCTSCNEMNPPLPSHCNRCWALRENWLPEDKGKDKGEISEKAKLENSTQAEEGFDVPDCKKTIVNDSRESCVEENDDKITQASQSQESEDYSQPSTSSSIIYSSQEDVKEFEREETQDKEESVESSLPLNAIEPCVICQGRPKNGCIVHGKTGHLMACFTCAKKLKKRNKPCPVCRQPIQMIVLTYFP. The peptide is TSFAEYWNLLSAK.